Dataset: P-glycoprotein inhibition data for predicting drug efflux from Broccatelli et al.. Task: Regression/Classification. Given a drug SMILES string, predict its absorption, distribution, metabolism, or excretion properties. Task type varies by dataset: regression for continuous measurements (e.g., permeability, clearance, half-life) or binary classification for categorical outcomes (e.g., BBB penetration, CYP inhibition). Dataset: pgp_broccatelli. (1) The drug is Cc1oncc1C(=O)Nc1ccc(C(F)(F)F)cc1. The result is 0 (non-inhibitor). (2) The compound is C=C1c2cccc(OC[C@H](O)CN3CCN(c4cccc(C)c4C)CC3)c2C(=O)[C@@H]1c1ccccc1. The result is 1 (inhibitor). (3) The drug is COCC(=O)O[C@@]1(CCN(C)CCCc2nc3ccccc3[nH]2)CCc2cc(F)ccc2[C@@H]1C(C)C. The result is 1 (inhibitor).